This data is from Full USPTO retrosynthesis dataset with 1.9M reactions from patents (1976-2016). The task is: Predict the reactants needed to synthesize the given product. (1) Given the product [CH3:1][O:2][C:3](=[O:13])[CH2:4][CH2:5][CH2:6][CH2:7][CH2:8][CH2:9][CH2:10][CH:11]=[O:12], predict the reactants needed to synthesize it. The reactants are: [CH3:1][O:2][C:3](=[O:13])[CH2:4][CH2:5][CH2:6][CH2:7][CH2:8][CH2:9][CH2:10][CH2:11][OH:12].[Cr](Cl)([O-])(=O)=O.[NH+]1C=CC=CC=1. (2) Given the product [C:1]1([C:7]2[C:8]([CH:17]([NH2:19])[CH3:18])=[N:9][C:10]3[C:15]([CH:16]=2)=[N:14][CH:13]=[CH:12][CH:11]=3)[CH:2]=[CH:3][CH:4]=[CH:5][CH:6]=1, predict the reactants needed to synthesize it. The reactants are: [C:1]1([C:7]2[C:8]([CH:17]([N:19]3C(=O)C4C(=CC=CC=4)C3=O)[CH3:18])=[N:9][C:10]3[C:15]([CH:16]=2)=[N:14][CH:13]=[CH:12][CH:11]=3)[CH:6]=[CH:5][CH:4]=[CH:3][CH:2]=1.NN.